Dataset: Peptide-MHC class I binding affinity with 185,985 pairs from IEDB/IMGT. Task: Regression. Given a peptide amino acid sequence and an MHC pseudo amino acid sequence, predict their binding affinity value. This is MHC class I binding data. The peptide sequence is VTWIPEWDF. The MHC is Mamu-A02 with pseudo-sequence Mamu-A02. The binding affinity (normalized) is 0.